From a dataset of Full USPTO retrosynthesis dataset with 1.9M reactions from patents (1976-2016). Predict the reactants needed to synthesize the given product. (1) Given the product [F:5][C:6]1[CH:12]=[CH:11][C:9]([NH:10][C:1](=[O:3])[CH3:2])=[C:8]([I:13])[CH:7]=1, predict the reactants needed to synthesize it. The reactants are: [C:1](Cl)(=[O:3])[CH3:2].[F:5][C:6]1[CH:12]=[CH:11][C:9]([NH2:10])=[C:8]([I:13])[CH:7]=1.C(N(CC)CC)C.C(=O)([O-])[O-].[K+].[K+]. (2) Given the product [Cl:29][C:24]1[CH:25]=[CH:26][CH:27]=[CH:28][C:23]=1[C:18]1[CH:19]=[CH:20][CH:21]=[CH:22][C:17]=1[CH2:16][C:12]1[N:11]2[CH2:30][CH2:31][N:32]([CH:35]([CH3:37])[CH3:36])[C:33](=[O:34])[C:10]2=[C:9]([OH:8])[C:14](=[O:15])[N:13]=1, predict the reactants needed to synthesize it. The reactants are: C([O:8][C:9]1[CH:14]([OH:15])[N:13]=[C:12]([CH2:16][C:17]2[CH:22]=[CH:21][CH:20]=[CH:19][C:18]=2[C:23]2[CH:28]=[CH:27][CH:26]=[CH:25][C:24]=2[Cl:29])[N:11]2[CH2:30][CH2:31][N:32]([CH:35]([CH3:37])[CH3:36])[C:33](=[O:34])[C:10]=12)C1C=CC=CC=1.C1(C2C=CC=CC=2)C=CC=CC=1CC1N2CCN(C)C(=O)C2=C(O)C(=O)N=1. (3) The reactants are: Br[CH2:2][C:3]1[CH:30]=[CH:29][C:6]([CH2:7][CH2:8][N:9]2[C:17](=[O:18])[C:16]3[C:11](=[CH:12][CH:13]=[CH:14][C:15]=3[NH:19][C:20]([C:22]3[S:23][C:24]([Cl:27])=[CH:25][CH:26]=3)=[O:21])[C:10]2=[O:28])=[CH:5][CH:4]=1.N[C:32]1[CH:37]=[CH:36][N:35]=[CH:34][CH:33]=1. Given the product [Cl:27][C:24]1[S:23][C:22]([C:20]([NH:19][C:15]2[CH:14]=[CH:13][CH:12]=[C:11]3[C:16]=2[C:17](=[O:18])[N:9]([CH2:8][CH2:7][C:6]2[CH:5]=[CH:4][C:3]([CH2:2][NH:19][C:15]4[CH:16]=[CH:11][C:12]([C:36]5[CH:37]=[CH:32][CH:33]=[CH:34][N:35]=5)=[CH:13][CH:14]=4)=[CH:30][CH:29]=2)[C:10]3=[O:28])=[O:21])=[CH:26][CH:25]=1, predict the reactants needed to synthesize it. (4) Given the product [CH3:1][O:2][C:3](=[O:41])[CH:4]([C:9]1[CH:10]=[C:11]([C:31]2[CH:32]=[CH:33][C:34]([C:37]([F:38])([F:39])[F:40])=[CH:35][CH:36]=2)[CH:12]=[C:13]([N:15]([CH2:16][C:17]2[CH:18]=[C:19]([C:27]([F:28])([F:29])[F:30])[CH:20]=[C:21]([C:23]([F:25])([F:26])[F:24])[CH:22]=2)[CH2:42][CH2:43][CH:44]([CH3:46])[CH3:45])[CH:14]=1)[CH2:5][CH:6]([CH3:8])[CH3:7], predict the reactants needed to synthesize it. The reactants are: [CH3:1][O:2][C:3](=[O:41])[CH:4]([C:9]1[CH:10]=[C:11]([C:31]2[CH:36]=[CH:35][C:34]([C:37]([F:40])([F:39])[F:38])=[CH:33][CH:32]=2)[CH:12]=[C:13]([NH:15][CH2:16][C:17]2[CH:22]=[C:21]([C:23]([F:26])([F:25])[F:24])[CH:20]=[C:19]([C:27]([F:30])([F:29])[F:28])[CH:18]=2)[CH:14]=1)[CH2:5][CH:6]([CH3:8])[CH3:7].[CH:42](=O)[CH2:43][CH:44]([CH3:46])[CH3:45].